Task: Predict which catalyst facilitates the given reaction.. Dataset: Catalyst prediction with 721,799 reactions and 888 catalyst types from USPTO (1) Reactant: CC(C)([O-])C.[K+].CO[C:9](=[O:22])[C:10]([C:12]1[C:20]2[C:15](=[CH:16][CH:17]=[CH:18][CH:19]=2)[N:14]([CH3:21])[CH:13]=1)=O.[Cl:23][C:24]1[C:25]([CH2:38][C:39]([NH2:41])=[O:40])=[CH:26][C:27]2[C:32]([CH:33]=1)=[CH:31][CH:30]=[CH:29][C:28]=2[CH2:34][N:35]([CH3:37])[CH3:36].[NH4+].[Cl-]. Product: [Cl:23][C:24]1[C:25]([C:38]2[C:39](=[O:40])[NH:41][C:9](=[O:22])[C:10]=2[C:12]2[C:20]3[C:15](=[CH:16][CH:17]=[CH:18][CH:19]=3)[N:14]([CH3:21])[CH:13]=2)=[CH:26][C:27]2[C:32]([CH:33]=1)=[CH:31][CH:30]=[CH:29][C:28]=2[CH2:34][N:35]([CH3:36])[CH3:37]. The catalyst class is: 765. (2) Reactant: Cl[CH2:2][CH2:3][CH2:4][S:5]([N:8]1[CH2:13][CH2:12][CH:11]([C:14]2[C:22]3[C:17](=[C:18]([C:29]([NH2:31])=[O:30])[CH:19]=[C:20]([C:23]4[CH:28]=[CH:27][CH:26]=[CH:25][CH:24]=4)[CH:21]=3)[NH:16][N:15]=2)[CH2:10][CH2:9]1)(=[O:7])=[O:6].C([O-])([O-])=O.[K+].[K+].[OH:38][CH:39]1[CH2:44][CH2:43][CH:42]([NH2:45])[CH2:41][CH2:40]1.[I-].[Na+]. Product: [OH:38][CH:39]1[CH2:44][CH2:43][CH:42]([NH:45][CH2:2][CH2:3][CH2:4][S:5]([N:8]2[CH2:13][CH2:12][CH:11]([C:14]3[C:22]4[C:17](=[C:18]([C:29]([NH2:31])=[O:30])[CH:19]=[C:20]([C:23]5[CH:28]=[CH:27][CH:26]=[CH:25][CH:24]=5)[CH:21]=4)[NH:16][N:15]=3)[CH2:10][CH2:9]2)(=[O:7])=[O:6])[CH2:41][CH2:40]1. The catalyst class is: 3. (3) Reactant: Br[CH2:2][C:3]1[CH:8]=[C:7]([N+:9]([O-:11])=[O:10])[CH:6]=[CH:5][C:4]=1[F:12].[CH3:13][N:14]1[CH2:19][CH2:18][NH:17][CH2:16][CH2:15]1.CCN(C(C)C)C(C)C. Product: [F:12][C:4]1[CH:5]=[CH:6][C:7]([N+:9]([O-:11])=[O:10])=[CH:8][C:3]=1[CH2:2][N:17]1[CH2:18][CH2:19][N:14]([CH3:13])[CH2:15][CH2:16]1. The catalyst class is: 1.